From a dataset of NCI-60 drug combinations with 297,098 pairs across 59 cell lines. Regression. Given two drug SMILES strings and cell line genomic features, predict the synergy score measuring deviation from expected non-interaction effect. (1) Drug 1: CC1=C2C(C(=O)C3(C(CC4C(C3C(C(C2(C)C)(CC1OC(=O)C(C(C5=CC=CC=C5)NC(=O)C6=CC=CC=C6)O)O)OC(=O)C7=CC=CC=C7)(CO4)OC(=O)C)O)C)OC(=O)C. Drug 2: C1CN(P(=O)(OC1)NCCCl)CCCl. Cell line: SK-MEL-28. Synergy scores: CSS=30.5, Synergy_ZIP=-5.40, Synergy_Bliss=3.92, Synergy_Loewe=-71.3, Synergy_HSA=2.65. (2) Drug 1: CC1=C(C(CCC1)(C)C)C=CC(=CC=CC(=CC(=O)O)C)C. Drug 2: CC(C)CN1C=NC2=C1C3=CC=CC=C3N=C2N. Cell line: M14. Synergy scores: CSS=4.54, Synergy_ZIP=1.02, Synergy_Bliss=2.79, Synergy_Loewe=2.84, Synergy_HSA=0.132. (3) Drug 1: CN1CCC(CC1)COC2=C(C=C3C(=C2)N=CN=C3NC4=C(C=C(C=C4)Br)F)OC. Drug 2: C1CC(=O)NC(=O)C1N2C(=O)C3=CC=CC=C3C2=O. Cell line: A549. Synergy scores: CSS=9.85, Synergy_ZIP=-0.850, Synergy_Bliss=0.874, Synergy_Loewe=-7.14, Synergy_HSA=2.10. (4) Drug 1: COC1=C(C=C2C(=C1)N=CN=C2NC3=CC(=C(C=C3)F)Cl)OCCCN4CCOCC4. Drug 2: C1=CC(=CC=C1CCCC(=O)O)N(CCCl)CCCl. Cell line: MDA-MB-435. Synergy scores: CSS=7.55, Synergy_ZIP=-5.00, Synergy_Bliss=-2.93, Synergy_Loewe=-5.65, Synergy_HSA=-2.01.